From a dataset of Peptide-MHC class II binding affinity with 134,281 pairs from IEDB. Regression. Given a peptide amino acid sequence and an MHC pseudo amino acid sequence, predict their binding affinity value. This is MHC class II binding data. (1) The MHC is DRB1_0701 with pseudo-sequence DRB1_0701. The peptide sequence is AGGAGGVGAVGGKGG. The binding affinity (normalized) is 0.366. (2) The peptide sequence is GVTVKDVTITAPGDS. The MHC is DRB3_0202 with pseudo-sequence DRB3_0202. The binding affinity (normalized) is 0.104. (3) The MHC is HLA-DPA10103-DPB10201 with pseudo-sequence HLA-DPA10103-DPB10201. The peptide sequence is VDPTDYFRNEQSIPP. The binding affinity (normalized) is 0.245. (4) The peptide sequence is SNKAFAEGLSGEPKG. The MHC is DRB1_1101 with pseudo-sequence DRB1_1101. The binding affinity (normalized) is 0.187. (5) The peptide sequence is GEHQIVDKIDAAFKI. The MHC is DRB1_0701 with pseudo-sequence DRB1_0701. The binding affinity (normalized) is 0.689. (6) The peptide sequence is PIVNRNGEVIGLYGN. The MHC is HLA-DQA10201-DQB10303 with pseudo-sequence HLA-DQA10201-DQB10303. The binding affinity (normalized) is 0.284. (7) The peptide sequence is ALSYYPTPLAKEDFL. The MHC is DRB1_0901 with pseudo-sequence DRB1_0901. The binding affinity (normalized) is 0.385. (8) The peptide sequence is KSTNGLRIKSYEDAK. The MHC is HLA-DQA10102-DQB10502 with pseudo-sequence HLA-DQA10102-DQB10502. The binding affinity (normalized) is 0.291. (9) The peptide sequence is TKFLTNKLLLFADIN. The MHC is DRB1_0301 with pseudo-sequence DRB1_0301. The binding affinity (normalized) is 0.385. (10) The peptide sequence is LFTIRQEMASRGLWD. The MHC is DRB1_0802 with pseudo-sequence DRB1_0802. The binding affinity (normalized) is 0.586.